This data is from Forward reaction prediction with 1.9M reactions from USPTO patents (1976-2016). The task is: Predict the product of the given reaction. (1) Given the reactants Cl[C:2]1[N:7]=[C:6]([NH:8][C:9]2[C:10]3[CH2:16][N:15]([C:17]([O:19][C:20]([CH3:23])([CH3:22])[CH3:21])=[O:18])[C:14]([CH3:25])([CH3:24])[C:11]=3[NH:12][N:13]=2)[C:5]([F:26])=[CH:4][N:3]=1.[CH3:27][C:28]1(C)C(C)(C)OB(C=C)O1.C([O-])([O-])=O.[Na+].[Na+].COCCOC, predict the reaction product. The product is: [F:26][C:5]1[C:6]([NH:8][C:9]2[C:10]3[CH2:16][N:15]([C:17]([O:19][C:20]([CH3:23])([CH3:22])[CH3:21])=[O:18])[C:14]([CH3:25])([CH3:24])[C:11]=3[NH:12][N:13]=2)=[N:7][C:2]([CH:27]=[CH2:28])=[N:3][CH:4]=1. (2) Given the reactants [C:1]([C:5]1[O:9][N:8]=[C:7]([NH:10][C:11](=[O:28])[CH2:12][C:13]2[CH:18]=[CH:17][C:16](B3OC(C)(C)C(C)(C)O3)=[CH:15][CH:14]=2)[CH:6]=1)([CH3:4])([CH3:3])[CH3:2].Br[C:30]1[CH:31]=[CH:32][C:33]([NH2:37])=[N:34][C:35]=1[F:36].BrC1C=C(C)C(N)=NC=1, predict the reaction product. The product is: [NH2:37][C:33]1[N:34]=[C:35]([F:36])[C:30]([C:16]2[CH:15]=[CH:14][C:13]([CH2:12][C:11]([NH:10][C:7]3[CH:6]=[C:5]([C:1]4([CH3:2])[CH2:3][CH2:4]4)[O:9][N:8]=3)=[O:28])=[CH:18][CH:17]=2)=[CH:31][CH:32]=1.